This data is from Catalyst prediction with 721,799 reactions and 888 catalyst types from USPTO. The task is: Predict which catalyst facilitates the given reaction. Product: [NH2:24][C:22]1[C:23]2[C:15]([C:12]3[CH:13]=[CH:14][C:9]([NH2:8])=[C:10]([O:35][CH3:36])[CH:11]=3)=[CH:16][N:17]([CH:25]3[CH2:34][CH2:33][C:28](=[O:29])[CH2:27][CH2:26]3)[C:18]=2[N:19]=[CH:20][N:21]=1. The catalyst class is: 21. Reactant: N.O1CCOCC1.[NH2:8][C:9]1[CH:14]=[CH:13][C:12]([C:15]2[C:23]3[C:22]([NH2:24])=[N:21][CH:20]=[N:19][C:18]=3[N:17]([CH:25]3[CH2:34][CH2:33][C:28]4(OCC[O:29]4)[CH2:27][CH2:26]3)[CH:16]=2)=[CH:11][C:10]=1[O:35][CH3:36].Cl.